Predict the reactants needed to synthesize the given product. From a dataset of Full USPTO retrosynthesis dataset with 1.9M reactions from patents (1976-2016). (1) Given the product [ClH:20].[NH2:7][CH2:6][C:5]1[CH:8]=[CH:9][C:2]([F:1])=[CH:3][C:4]=1[O:10][CH2:11][C:12]([N:14]1[CH2:15][CH2:16][O:17][CH2:18][CH2:19]1)=[O:13], predict the reactants needed to synthesize it. The reactants are: [F:1][C:2]1[CH:9]=[CH:8][C:5]([C:6]#[N:7])=[C:4]([O:10][CH2:11][C:12]([N:14]2[CH2:19][CH2:18][O:17][CH2:16][CH2:15]2)=[O:13])[CH:3]=1.[ClH:20].[H][H]. (2) Given the product [CH2:30]([C:27]1[CH:28]=[CH:29][C:24]([CH2:23][CH2:22][O:1][C:2]2[CH:15]=[CH:14][C:5]([CH2:6][CH:7]3[S:11][C:10](=[O:12])[NH:9][C:8]3=[O:13])=[CH:4][CH:3]=2)=[N:25][CH:26]=1)[CH3:31], predict the reactants needed to synthesize it. The reactants are: [OH:1][C:2]1[CH:15]=[CH:14][C:5]([CH2:6][CH:7]2[S:11][C:10](=[O:12])[NH:9][C:8]2=[O:13])=[CH:4][CH:3]=1.[OH-].[K+].S(C1C=CC(C)=CC=1)(O[CH2:22][CH2:23][C:24]1[CH:29]=[CH:28][C:27]([CH2:30][CH3:31])=[CH:26][N:25]=1)(=O)=O. (3) Given the product [O:3]1[CH2:4][CH2:5][O:1][CH:2]1[C:6]1[CH:11]=[CH:10][C:9]([C:12]2[C:21]([C:22]3[CH:27]=[CH:26][CH:25]=[CH:24][CH:23]=3)=[CH:20][C:19]3[C:14](=[CH:15][CH:16]=[N:17][C:18]=3[O:28][CH3:29])[N+:13]=2[O-:38])=[CH:8][CH:7]=1, predict the reactants needed to synthesize it. The reactants are: [O:1]1[CH2:5][CH2:4][O:3][CH:2]1[C:6]1[CH:11]=[CH:10][C:9]([C:12]2[C:21]([C:22]3[CH:27]=[CH:26][CH:25]=[CH:24][CH:23]=3)=[CH:20][C:19]3[C:14](=[CH:15][CH:16]=[N:17][C:18]=3[O:28][CH3:29])[N:13]=2)=[CH:8][CH:7]=1.C1C=C(Cl)C=C(C(OO)=[O:38])C=1.